Dataset: Forward reaction prediction with 1.9M reactions from USPTO patents (1976-2016). Task: Predict the product of the given reaction. (1) Given the reactants Br[CH2:2][C:3]1[C:4]([N+:13]([O-:15])=[O:14])=[C:5]([CH:10]=[CH:11][CH:12]=1)[C:6]([O:8][CH3:9])=[O:7].[C:16]([O-])([O-])=[O:17].[K+].[K+], predict the reaction product. The product is: [CH3:16][O:17][CH2:2][C:3]1[C:4]([N+:13]([O-:15])=[O:14])=[C:5]([CH:10]=[CH:11][CH:12]=1)[C:6]([O:8][CH3:9])=[O:7]. (2) Given the reactants [Cl:1][C:2]1[CH:3]=[C:4]([C:10]2[CH:14]=[CH:13][N:12]([CH2:15][C@@H:16]([NH:18][C:19]([C:21]3[CH:25]=[C:24]([CH:26]([OH:28])[CH3:27])[O:23][N:22]=3)=[O:20])[CH3:17])[N:11]=2)[CH:5]=[CH:6][C:7]=1[C:8]#[N:9].[C:29](OC(=O)C)(=[O:31])[CH3:30], predict the reaction product. The product is: [C:29]([O:28][CH:26]([C:24]1[O:23][N:22]=[C:21]([C:19](=[O:20])[NH:18][C@@H:16]([CH3:17])[CH2:15][N:12]2[CH:13]=[CH:14][C:10]([C:4]3[CH:5]=[CH:6][C:7]([C:8]#[N:9])=[C:2]([Cl:1])[CH:3]=3)=[N:11]2)[CH:25]=1)[CH3:27])(=[O:31])[CH3:30]. (3) Given the reactants [CH3:1][O:2][C:3](=[O:14])[C:4]1[CH:9]=[CH:8][C:7](F)=[CH:6][C:5]=1[N+:11]([O-:13])=[O:12].Cl.[CH3:16][NH:17][CH3:18].C(=O)([O-])[O-].[K+].[K+], predict the reaction product. The product is: [CH3:1][O:2][C:3](=[O:14])[C:4]1[CH:9]=[CH:8][C:7]([N:17]([CH3:18])[CH3:16])=[CH:6][C:5]=1[N+:11]([O-:13])=[O:12]. (4) Given the reactants C(OC([N:8]([C:16]1[CH:17]=[N:18][C:19]([NH:22][C:23](=[O:25])[CH3:24])=[CH:20][CH:21]=1)[NH:9]C(=O)C(C)(C)C)=O)(C)(C)C.C(Cl)[Cl:27].[ClH:29], predict the reaction product. The product is: [ClH:27].[ClH:29].[NH:8]([C:16]1[CH:21]=[CH:20][C:19]([NH:22][C:23](=[O:25])[CH3:24])=[N:18][CH:17]=1)[NH2:9]. (5) Given the reactants [Cl:1][C:2]1[CH:3]=[C:4]2[O:8][C:7]([C:9]3[CH:13]=[CH:12][S:11][CH:10]=3)=[N:6][C:5]2=[C:14]([C:16]([OH:18])=O)[CH:15]=1.Cl.Cl.[NH2:21][C@H:22]1[CH:27]2[CH2:28][CH2:29][N:24]([CH2:25][CH2:26]2)[CH2:23]1.Cl.C(N=C=NCCCN(C)C)C.ON1C2C=CC=CC=2N=N1.C(N(CC)CC)C, predict the reaction product. The product is: [N:24]12[CH2:29][CH2:28][CH:27]([CH2:26][CH2:25]1)[C@H:22]([NH:21][C:16]([C:14]1[CH:15]=[C:2]([Cl:1])[CH:3]=[C:4]3[O:8][C:7]([C:9]4[CH:13]=[CH:12][S:11][CH:10]=4)=[N:6][C:5]=13)=[O:18])[CH2:23]2. (6) Given the reactants Br[C:2]1[CH:11]=[C:10]2[C:5]([C:6]([NH:18][C:19]3[CH:24]=[CH:23][C:22]([F:25])=[C:21]([Cl:26])[CH:20]=3)=[N:7][C:8]([C:12]3[CH:13]=[N:14][CH:15]=[CH:16][CH:17]=3)=[N:9]2)=[CH:4][CH:3]=1.[B-](F)(F)(F)[CH2:28][N:29]1[CH2:34][CH2:33][CH2:32][CH2:31][CH2:30]1.[K+].C(=O)([O-])[O-].[Cs+].[Cs+].CC(C1C=C(C(C)C)C(C2C=CC=CC=2P(C2CCCCC2)C2CCCCC2)=C(C(C)C)C=1)C, predict the reaction product. The product is: [Cl:26][C:21]1[CH:20]=[C:19]([NH:18][C:6]2[C:5]3[C:10](=[CH:11][C:2]([CH2:28][N:29]4[CH2:34][CH2:33][CH2:32][CH2:31][CH2:30]4)=[CH:3][CH:4]=3)[N:9]=[C:8]([C:12]3[CH:13]=[N:14][CH:15]=[CH:16][CH:17]=3)[N:7]=2)[CH:24]=[CH:23][C:22]=1[F:25]. (7) Given the reactants Cl[C:2]1[CH:3]=[CH:4][C:5]2[O:14][CH2:13][CH2:12][C:11]3[CH:10]=[C:9]([C:15]4[N:16]([C:20]5[CH:25]=[CH:24][C:23]([F:26])=[CH:22][C:21]=5[F:27])[N:17]=[CH:18][N:19]=4)[S:8][C:7]=3[C:6]=2[N:28]=1.[N:29]1([CH2:35][CH2:36][NH:37][C:38]2[CH:43]=[CH:42][C:41](B3OC(C)(C)C(C)(C)O3)=[CH:40][N:39]=2)[CH2:34][CH2:33][O:32][CH2:31][CH2:30]1.C([O-])([O-])=O.[Cs+].[Cs+], predict the reaction product. The product is: [F:27][C:21]1[CH:22]=[C:23]([F:26])[CH:24]=[CH:25][C:20]=1[N:16]1[C:15]([C:9]2[S:8][C:7]3[C:6]4[N:28]=[C:2]([C:41]5[CH:42]=[CH:43][C:38]([NH:37][CH2:36][CH2:35][N:29]6[CH2:34][CH2:33][O:32][CH2:31][CH2:30]6)=[N:39][CH:40]=5)[CH:3]=[CH:4][C:5]=4[O:14][CH2:13][CH2:12][C:11]=3[CH:10]=2)=[N:19][CH:18]=[N:17]1. (8) Given the reactants [C:1]1([CH2:7][NH:8][C:9]([C:11]2[CH:16]=[CH:15][C:14](B(O)O)=[CH:13][CH:12]=2)=[O:10])[CH:6]=[CH:5][CH:4]=[CH:3][CH:2]=1.Br[C:21]1[CH:26]=[CH:25][C:24]([O:27][CH2:28][CH:29]2[CH2:34][CH2:33][N:32]([C:35]3[O:39][N:38]=[C:37]([CH:40]([CH3:42])[CH3:41])[N:36]=3)[CH2:31][CH2:30]2)=[CH:23][CH:22]=1, predict the reaction product. The product is: [CH3:42][CH:40]([C:37]1[N:36]=[C:35]([N:32]2[CH2:31][CH2:30][CH:29]([CH2:28][O:27][C:24]3[CH:23]=[CH:22][C:21]([C:14]4[CH:15]=[CH:16][C:11]([C:9]([NH:8][CH2:7][C:1]5[CH:6]=[CH:5][CH:4]=[CH:3][CH:2]=5)=[O:10])=[CH:12][CH:13]=4)=[CH:26][CH:25]=3)[CH2:34][CH2:33]2)[O:39][N:38]=1)[CH3:41]. (9) Given the reactants [OH:1][C:2]1[CH:10]=[C:9]2[C:5]([CH2:6][CH2:7][CH2:8]2)=[CH:4][C:3]=1[C:11](=[O:13])[CH3:12].Cl[C:15]1[C:24]2[C:19](=[CH:20][C:21]([O:27][CH3:28])=[C:22]([O:25][CH3:26])[CH:23]=2)[N:18]=[CH:17][CH:16]=1.O, predict the reaction product. The product is: [CH3:26][O:25][C:22]1[CH:23]=[C:24]2[C:19](=[CH:20][C:21]=1[O:27][CH3:28])[N:18]=[CH:17][CH:16]=[C:15]2[O:1][C:2]1[CH:10]=[C:9]2[C:5]([CH2:6][CH2:7][CH2:8]2)=[CH:4][C:3]=1[C:11](=[O:13])[CH3:12].